Dataset: Reaction yield outcomes from USPTO patents with 853,638 reactions. Task: Predict the reaction yield, written as a fraction of the theoretical maximum amount of product (1.0 means a 100% yield; for example, 0.34 means a 34% yield). (1) The reactants are [F:1][C:2]1[CH:7]=[CH:6][CH:5]=[C:4]([F:8])[C:3]=1[C:9]1[NH:13][CH:12]=[C:11]([CH2:14][OH:15])[CH:10]=1.C[N+]1([O-])CCOCC1. The catalyst is C(#N)C.C(OCC)(=O)C.[Ru]([O-])(=O)(=O)=O.C([N+](CCC)(CCC)CCC)CC. The product is [F:1][C:2]1[CH:7]=[CH:6][CH:5]=[C:4]([F:8])[C:3]=1[C:9]1[NH:13][CH:12]=[C:11]([CH:14]=[O:15])[CH:10]=1. The yield is 0.770. (2) The reactants are [CH2:1]([O:3][CH2:4][C:5](=O)[CH2:6][C:7]#[N:8])[CH3:2].C(O)(=O)C(O)=O.[CH2:16]([NH:18][NH2:19])[CH3:17].Cl. The catalyst is C(O)C. The product is [CH2:16]([N:18]1[C:7]([NH2:8])=[CH:6][C:5]([CH2:4][O:3][CH2:1][CH3:2])=[N:19]1)[CH3:17]. The yield is 0.516. (3) The reactants are [N:1]([CH2:4][C@@H:5]1[CH2:14][C:13]2[C:8](=[CH:9][CH:10]=[CH:11][CH:12]=2)[CH2:7][N:6]1[C:15]([C:17]1[CH:22]=[C:21]([C:23](=[O:38])[NH:24][S:25]([C:28]2[CH:37]=[CH:36][C:35]3[C:30](=[CH:31][CH:32]=[CH:33][CH:34]=3)[CH:29]=2)(=[O:27])=[O:26])[CH:20]=[CH:19][C:18]=1[C:39]1[C:40]([C:54]([O:56][CH2:57][CH3:58])=[O:55])=[N:41][N:42]([C:48]2[CH:53]=[CH:52][CH:51]=[CH:50][CH:49]=2)[C:43]=1[CH2:44][CH2:45][CH2:46][CH3:47])=[O:16])=[N+]=[N-].C1(P(C2C=CC=CC=2)C2C=CC=CC=2)C=CC=CC=1.[OH-].[Na+]. The catalyst is C1COCC1. The product is [NH2:1][CH2:4][C@@H:5]1[CH2:14][C:13]2[C:8](=[CH:9][CH:10]=[CH:11][CH:12]=2)[CH2:7][N:6]1[C:15]([C:17]1[CH:22]=[C:21]([C:23](=[O:38])[NH:24][S:25]([C:28]2[CH:37]=[CH:36][C:35]3[C:30](=[CH:31][CH:32]=[CH:33][CH:34]=3)[CH:29]=2)(=[O:27])=[O:26])[CH:20]=[CH:19][C:18]=1[C:39]1[C:40]([C:54]([O:56][CH2:57][CH3:58])=[O:55])=[N:41][N:42]([C:48]2[CH:49]=[CH:50][CH:51]=[CH:52][CH:53]=2)[C:43]=1[CH2:44][CH2:45][CH2:46][CH3:47])=[O:16]. The yield is 0.500. (4) The reactants are [Br:1][C:2]1[CH:3]=[N:4][N:5]2[C:10](Cl)=[CH:9][C:8]([C:12]3[CH:17]=[CH:16][CH:15]=[CH:14][C:13]=3[Cl:18])=[N:7][C:6]=12.[C:19]([O:23][C:24]([N:26]1[CH2:31][CH2:30][CH:29]([CH2:32][NH2:33])[CH2:28][CH2:27]1)=[O:25])([CH3:22])([CH3:21])[CH3:20].C(N(C(C)C)CC)(C)C. The catalyst is O1CCOCC1. The product is [C:19]([O:23][C:24]([N:26]1[CH2:31][CH2:30][CH:29]([CH2:32][NH:33][C:10]2[N:5]3[N:4]=[CH:3][C:2]([Br:1])=[C:6]3[N:7]=[C:8]([C:12]3[CH:17]=[CH:16][CH:15]=[CH:14][C:13]=3[Cl:18])[CH:9]=2)[CH2:28][CH2:27]1)=[O:25])([CH3:22])([CH3:21])[CH3:20]. The yield is 1.00. (5) The catalyst is C(Cl)Cl. The reactants are [CH3:1][O:2][C:3]([C@@H:5]1[CH2:9][C@@H:8](O)[CH2:7][N:6]1[C:11]([O:13][C:14]([CH3:17])([CH3:16])[CH3:15])=[O:12])=[O:4].C1(P(C2C=CC=CC=2)C2C=CC=CC=2)C=CC=CC=1.C(Cl)(Cl)(Cl)[Cl:38].CCCCCCC. The yield is 0.890. The product is [CH3:1][O:2][C:3]([C@@H:5]1[CH2:9][C@H:8]([Cl:38])[CH2:7][N:6]1[C:11]([O:13][C:14]([CH3:17])([CH3:16])[CH3:15])=[O:12])=[O:4]. (6) The reactants are Br[Mg][CH:3]1[CH2:7][CH2:6][CH2:5][CH2:4]1.[C:8]([O:12][C:13]([N:15]1[CH2:20][CH2:19][C:18](=[C:21]([C:27]#[N:28])[C:22]([O:24][CH2:25][CH3:26])=[O:23])[CH2:17][CH2:16]1)=[O:14])([CH3:11])([CH3:10])[CH3:9]. The catalyst is C1COCC1.[Cu]I. The product is [C:8]([O:12][C:13]([N:15]1[CH2:20][CH2:19][C:18]([CH:21]([C:27]#[N:28])[C:22]([O:24][CH2:25][CH3:26])=[O:23])([CH:3]2[CH2:7][CH2:6][CH2:5][CH2:4]2)[CH2:17][CH2:16]1)=[O:14])([CH3:9])([CH3:10])[CH3:11]. The yield is 0.690. (7) The reactants are [Cl:1][C:2]1[CH:7]=[C:6](I)[CH:5]=[C:4]([Cl:9])[C:3]=1[C:10]1[S:11]C2C=[N:14][CH:15]=[C:16]([F:19])[C:17]=2[N:18]=1.[Cl:20]C1C=C(I)C=C(Cl)C=1C(Cl)=[N:24]C1C(F)=CN=CC=1F.[NH2:40][C:41]([NH2:43])=S.N1C=CC=CC=1.CC[N:52]([CH2:55][CH3:56])[CH2:53][CH3:54].[CH:57]([OH:60])(C)[CH3:58]. No catalyst specified. The product is [ClH:1].[ClH:20].[NH2:24][C:6]1[CH:5]=[C:4]([Cl:9])[C:3]([C:10]2[S:11][C:56]3[C:55]([NH:52][C:53]4[N:43]=[CH:41][N:40]=[C:58]([CH2:57][OH:60])[CH:54]=4)=[N:14][CH:15]=[C:16]([F:19])[C:17]=3[N:18]=2)=[C:2]([Cl:1])[CH:7]=1. The yield is 0.660. (8) The reactants are [CH2:1]([O:8][C:9]1[N:18]=[C:17]([C:19]2[CH:20]=[C:21]3[C:25](=[CH:26][CH:27]=2)[N:24]([CH3:28])[C:23](Cl)=[C:22]3[C:30]#[N:31])[C:16]([CH2:32][CH3:33])=[C:15]([O:34][CH2:35][C:36]2[CH:41]=[CH:40][CH:39]=[CH:38][CH:37]=2)[C:10]=1[C:11]([O:13][CH3:14])=[O:12])[C:2]1[CH:7]=[CH:6][CH:5]=[CH:4][CH:3]=1.C(=O)([O-])[O-].[K+].[K+].[NH:48]1[CH2:52][CH2:51][CH2:50][CH2:49]1. The catalyst is CN(C=O)C. The product is [CH2:1]([O:8][C:9]1[N:18]=[C:17]([C:19]2[CH:20]=[C:21]3[C:25](=[CH:26][CH:27]=2)[N:24]([CH3:28])[C:23]([N:48]2[CH2:52][CH2:51][CH2:50][CH2:49]2)=[C:22]3[C:30]#[N:31])[C:16]([CH2:32][CH3:33])=[C:15]([O:34][CH2:35][C:36]2[CH:41]=[CH:40][CH:39]=[CH:38][CH:37]=2)[C:10]=1[C:11]([O:13][CH3:14])=[O:12])[C:2]1[CH:7]=[CH:6][CH:5]=[CH:4][CH:3]=1. The yield is 0.890. (9) The reactants are [H-].[Na+].IC.C(O[C:10](=O)[NH:11][CH:12]1[CH2:17][CH2:16][N:15]([C:18]2[S:19][CH:20]=[CH:21][N:22]=2)[CH2:14][CH2:13]1)(C)(C)C. The catalyst is CC#N. The product is [CH3:10][NH:11][CH:12]1[CH2:17][CH2:16][N:15]([C:18]2[S:19][CH:20]=[CH:21][N:22]=2)[CH2:14][CH2:13]1. The yield is 0.990. (10) The reactants are [CH3:1][O:2][C:3]([C:5]1([C:8]2[CH:13]=[CH:12][C:11]([OH:14])=[C:10]([OH:15])[CH:9]=2)[CH2:7][CH2:6]1)=[O:4].CC1C=[CH:19][C:20](S(O)(=O)=O)=[CH:21][CH:22]=1.C1(=O)CCC1. The catalyst is C1(C)C=CC=CC=1. The product is [C:19]12([O:14][C:11]3[CH:12]=[CH:13][C:8]([C:5]4([C:3]([O:2][CH3:1])=[O:4])[CH2:7][CH2:6]4)=[CH:9][C:10]=3[O:15]1)[CH2:20][CH2:21][CH2:22]2. The yield is 0.500.